This data is from Full USPTO retrosynthesis dataset with 1.9M reactions from patents (1976-2016). The task is: Predict the reactants needed to synthesize the given product. Given the product [Cl:61][C:58]1[N:59]=[CH:60][C:55]([C:53]2[CH:52]=[C:51]3[C:47]([CH:48]=[N:49][NH:50]3)=[C:46]([NH:45][C:8](=[O:10])[CH2:7][N:1]3[CH2:2][CH2:3][O:4][CH2:5][CH2:6]3)[CH:54]=2)=[CH:56][C:57]=1[NH:62][S:63]([C:66]1[CH:71]=[CH:70][CH:69]=[CH:68][CH:67]=1)(=[O:64])=[O:65], predict the reactants needed to synthesize it. The reactants are: [N:1]1([CH2:7][C:8]([OH:10])=O)[CH2:6][CH2:5][O:4][CH2:3][CH2:2]1.CCN(C(C)C)C(C)C.CN(C(ON1N=NC2C=CC=NC1=2)=[N+](C)C)C.F[P-](F)(F)(F)(F)F.Cl.[NH2:45][C:46]1[CH:54]=[C:53]([C:55]2[CH:56]=[C:57]([NH:62][S:63]([C:66]3[CH:71]=[CH:70][CH:69]=[CH:68][CH:67]=3)(=[O:65])=[O:64])[C:58]([Cl:61])=[N:59][CH:60]=2)[CH:52]=[C:51]2[C:47]=1[CH:48]=[N:49][N:50]2S(C1C=CC=CC=1)(=O)=O.